Dataset: NCI-60 drug combinations with 297,098 pairs across 59 cell lines. Task: Regression. Given two drug SMILES strings and cell line genomic features, predict the synergy score measuring deviation from expected non-interaction effect. (1) Drug 1: C1CC(=O)NC(=O)C1N2CC3=C(C2=O)C=CC=C3N. Drug 2: CC1=C(C(=CC=C1)Cl)NC(=O)C2=CN=C(S2)NC3=CC(=NC(=N3)C)N4CCN(CC4)CCO. Cell line: SK-OV-3. Synergy scores: CSS=20.8, Synergy_ZIP=-1.24, Synergy_Bliss=3.28, Synergy_Loewe=-2.61, Synergy_HSA=5.00. (2) Drug 1: CC1=C(C=C(C=C1)C(=O)NC2=CC(=CC(=C2)C(F)(F)F)N3C=C(N=C3)C)NC4=NC=CC(=N4)C5=CN=CC=C5. Drug 2: C1=NNC2=C1C(=O)NC=N2. Cell line: HCT116. Synergy scores: CSS=11.8, Synergy_ZIP=4.08, Synergy_Bliss=5.73, Synergy_Loewe=7.77, Synergy_HSA=4.85. (3) Drug 1: CC(CN1CC(=O)NC(=O)C1)N2CC(=O)NC(=O)C2. Drug 2: C1CN1P(=S)(N2CC2)N3CC3. Cell line: SK-MEL-28. Synergy scores: CSS=4.83, Synergy_ZIP=-3.30, Synergy_Bliss=-0.413, Synergy_Loewe=-1.49, Synergy_HSA=0.0553. (4) Drug 1: C1=CC=C(C(=C1)C(C2=CC=C(C=C2)Cl)C(Cl)Cl)Cl. Drug 2: CN(CCCl)CCCl.Cl. Cell line: CAKI-1. Synergy scores: CSS=5.53, Synergy_ZIP=-6.30, Synergy_Bliss=-2.42, Synergy_Loewe=-11.1, Synergy_HSA=-1.54. (5) Drug 1: CS(=O)(=O)C1=CC(=C(C=C1)C(=O)NC2=CC(=C(C=C2)Cl)C3=CC=CC=N3)Cl. Drug 2: CCCCC(=O)OCC(=O)C1(CC(C2=C(C1)C(=C3C(=C2O)C(=O)C4=C(C3=O)C=CC=C4OC)O)OC5CC(C(C(O5)C)O)NC(=O)C(F)(F)F)O. Cell line: K-562. Synergy scores: CSS=16.7, Synergy_ZIP=-1.32, Synergy_Bliss=4.55, Synergy_Loewe=2.90, Synergy_HSA=4.40.